Dataset: NCI-60 drug combinations with 297,098 pairs across 59 cell lines. Task: Regression. Given two drug SMILES strings and cell line genomic features, predict the synergy score measuring deviation from expected non-interaction effect. (1) Drug 1: C1CCC(C1)C(CC#N)N2C=C(C=N2)C3=C4C=CNC4=NC=N3. Drug 2: CN(CCCl)CCCl.Cl. Cell line: A549. Synergy scores: CSS=28.0, Synergy_ZIP=-7.01, Synergy_Bliss=-0.253, Synergy_Loewe=-5.43, Synergy_HSA=-1.00. (2) Drug 1: CC1=CC=C(C=C1)C2=CC(=NN2C3=CC=C(C=C3)S(=O)(=O)N)C(F)(F)F. Drug 2: C1=CN(C=N1)CC(O)(P(=O)(O)O)P(=O)(O)O. Cell line: SW-620. Synergy scores: CSS=-1.70, Synergy_ZIP=0.223, Synergy_Bliss=-0.759, Synergy_Loewe=-0.729, Synergy_HSA=-1.71. (3) Drug 1: CC1=CC2C(CCC3(C2CCC3(C(=O)C)OC(=O)C)C)C4(C1=CC(=O)CC4)C. Drug 2: CC1=C(C=C(C=C1)C(=O)NC2=CC(=CC(=C2)C(F)(F)F)N3C=C(N=C3)C)NC4=NC=CC(=N4)C5=CN=CC=C5. Cell line: A549. Synergy scores: CSS=2.36, Synergy_ZIP=-2.13, Synergy_Bliss=-0.130, Synergy_Loewe=-2.43, Synergy_HSA=-1.30.